From a dataset of TCR-epitope binding with 47,182 pairs between 192 epitopes and 23,139 TCRs. Binary Classification. Given a T-cell receptor sequence (or CDR3 region) and an epitope sequence, predict whether binding occurs between them. (1) The epitope is GTSGSPIIDK. The TCR CDR3 sequence is CASSAFSGFQETQYF. Result: 1 (the TCR binds to the epitope). (2) The epitope is KLGGALQAK. The TCR CDR3 sequence is CASSRSWLAGGLSTDTQYF. Result: 0 (the TCR does not bind to the epitope). (3) The epitope is FVDGVPFVV. The TCR CDR3 sequence is CASSEYHPQETQYF. Result: 1 (the TCR binds to the epitope). (4) The epitope is WICLLQFAY. The TCR CDR3 sequence is CSVVSSDRQETQYF. Result: 1 (the TCR binds to the epitope). (5) The epitope is GTITVEELK. The TCR CDR3 sequence is CATIRTGFSSYEQYF. Result: 0 (the TCR does not bind to the epitope). (6) The epitope is DRFYKTLRAEQASQEV. The TCR CDR3 sequence is CATSSGGTGRNYGYTF. Result: 1 (the TCR binds to the epitope). (7) The epitope is RPPIFIRRL. The TCR CDR3 sequence is CASSLGSLGGYTF. Result: 0 (the TCR does not bind to the epitope).